This data is from Full USPTO retrosynthesis dataset with 1.9M reactions from patents (1976-2016). The task is: Predict the reactants needed to synthesize the given product. Given the product [O:31]1[CH2:36][CH2:35][CH:34]([NH:37][C:5]2[N:6]=[CH:7][C:8]3[C:13]4([CH2:16][CH2:15][CH2:14]4)[N:12]([C:17]([O:19][CH2:20][C:21]4[CH:26]=[CH:25][CH:24]=[CH:23][CH:22]=4)=[O:18])[CH:11]([C:27]([O:29][CH3:30])=[O:28])[C:9]=3[N:10]=2)[CH2:33][CH2:32]1, predict the reactants needed to synthesize it. The reactants are: CS([C:5]1[N:6]=[CH:7][C:8]2[C:13]3([CH2:16][CH2:15][CH2:14]3)[N:12]([C:17]([O:19][CH2:20][C:21]3[CH:26]=[CH:25][CH:24]=[CH:23][CH:22]=3)=[O:18])[CH:11]([C:27]([O:29][CH3:30])=[O:28])[C:9]=2[N:10]=1)(=O)=O.[O:31]1[CH2:36][CH2:35][CH:34]([NH2:37])[CH2:33][CH2:32]1.